Dataset: Orexin1 receptor HTS with 218,158 compounds and 233 confirmed actives. Task: Binary Classification. Given a drug SMILES string, predict its activity (active/inactive) in a high-throughput screening assay against a specified biological target. (1) The drug is s1cc(CC(=O)N(Cc2c(OC)c(OC)c(OC)cc2)C)cc1. The result is 0 (inactive). (2) The compound is S(=O)(=O)(CCc1n(c2c(n1)cccc2)CC(OC)=O)c1ccc(cc1)C. The result is 0 (inactive). (3) The compound is S(=O)(=O)(Nc1ccc(C(=O)N2CCN(CC2)c2ccc(OC)cc2)cc1)c1ccc(F)cc1. The result is 0 (inactive). (4) The molecule is O1CCN(CCCNC(=O)c2c3c(nc(c2)c2occc2)cccc3)CC1. The result is 0 (inactive).